From a dataset of Forward reaction prediction with 1.9M reactions from USPTO patents (1976-2016). Predict the product of the given reaction. (1) Given the reactants [Br:1][C:2]1[CH:14]=[CH:13][C:5]([O:6][CH2:7][CH2:8][C:9]([O:11]C)=O)=[CH:4][C:3]=1[C:15]([F:18])([F:17])[F:16].[CH3:19][CH2:20][Mg+].[Br-], predict the reaction product. The product is: [Br:1][C:2]1[CH:14]=[CH:13][C:5]([O:6][CH2:7][CH2:8][C:9]2([OH:11])[CH2:20][CH2:19]2)=[CH:4][C:3]=1[C:15]([F:18])([F:17])[F:16]. (2) Given the reactants C(OC([N:8]1[CH2:13][CH2:12][CH2:11][CH2:10][C@H:9]1[CH2:14][NH:15][C:16]1[CH:25]=[N:24][C:23]2[C:18](=[CH:19][C:20]([F:27])=[C:21]([F:26])[CH:22]=2)[N:17]=1)=O)(C)(C)C, predict the reaction product. The product is: [F:26][C:21]1[CH:22]=[C:23]2[C:18](=[CH:19][C:20]=1[F:27])[N:17]=[C:16]([NH:15][CH2:14][C@@H:9]1[CH2:10][CH2:11][CH2:12][CH2:13][NH:8]1)[CH:25]=[N:24]2. (3) Given the reactants [Br:1][C:2]1[CH:3]=[C:4]([CH:7]=[CH:8][C:9]=1[CH3:10])[CH:5]=[O:6].[CH2:11](O)[CH2:12][OH:13].O, predict the reaction product. The product is: [Br:1][C:2]1[CH:3]=[C:4]([CH:5]2[O:13][CH2:12][CH2:11][O:6]2)[CH:7]=[CH:8][C:9]=1[CH3:10]. (4) Given the reactants C(Cl)(=O)C(Cl)=O.CS(C)=O.[CH3:11][O:12][CH:13]1[CH2:18][CH2:17][CH:16]([CH:19]2[CH2:24][CH2:23][CH:22]([OH:25])[CH2:21][CH2:20]2)[CH2:15][CH2:14]1.[Cl-].[NH4+], predict the reaction product. The product is: [CH3:11][O:12][CH:13]1[CH2:14][CH2:15][CH:16]([CH:19]2[CH2:24][CH2:23][C:22](=[O:25])[CH2:21][CH2:20]2)[CH2:17][CH2:18]1. (5) Given the reactants [CH2:1]([C:8]1[S:9][C:10]2[C:19]3[CH:18]=[CH:17][CH:16]=[CH:15][C:14]=3[N:13]=[C:12]([NH:20]C(=O)C(Cl)(Cl)[Cl:23])[C:11]=2[N:27]=1)[C:2]1[CH:7]=[CH:6][CH:5]=[CH:4][CH:3]=1.C[O-].[Na+].Cl, predict the reaction product. The product is: [ClH:23].[CH2:1]([C:8]1[S:9][C:10]2[C:19]3[CH:18]=[CH:17][CH:16]=[CH:15][C:14]=3[N:13]=[C:12]([NH2:20])[C:11]=2[N:27]=1)[C:2]1[CH:3]=[CH:4][CH:5]=[CH:6][CH:7]=1.